From a dataset of CYP2C9 inhibition data for predicting drug metabolism from PubChem BioAssay. Regression/Classification. Given a drug SMILES string, predict its absorption, distribution, metabolism, or excretion properties. Task type varies by dataset: regression for continuous measurements (e.g., permeability, clearance, half-life) or binary classification for categorical outcomes (e.g., BBB penetration, CYP inhibition). Dataset: cyp2c9_veith. (1) The compound is COc1cc(-c2cc(-c3ccccc3)nc(SCC(=O)Nc3nccs3)c2C#N)cc(OC)c1OC. The result is 1 (inhibitor). (2) The result is 0 (non-inhibitor). The drug is COC(=O)c1cccc(C(=O)Oc2cccc(Br)c2)n1. (3) The compound is COCCNc1ccnc(-c2ccccc2C)n1. The result is 0 (non-inhibitor).